The task is: Regression. Given a peptide amino acid sequence and an MHC pseudo amino acid sequence, predict their binding affinity value. This is MHC class I binding data.. This data is from Peptide-MHC class I binding affinity with 185,985 pairs from IEDB/IMGT. (1) The peptide sequence is FDITKLLLAI. The MHC is Patr-B2401 with pseudo-sequence Patr-B2401. The binding affinity (normalized) is 0.425. (2) The peptide sequence is KAGQYVTIW. The MHC is HLA-A68:01 with pseudo-sequence HLA-A68:01. The binding affinity (normalized) is 0.0632. (3) The peptide sequence is NPDNTIAVI. The MHC is HLA-B53:01 with pseudo-sequence HLA-B53:01. The binding affinity (normalized) is 0.967. (4) The peptide sequence is RRMGGLRKY. The MHC is HLA-A01:01 with pseudo-sequence HLA-A01:01. The binding affinity (normalized) is 0.0847. (5) The peptide sequence is AEAQCTEAS. The MHC is HLA-B18:01 with pseudo-sequence HLA-B18:01. The binding affinity (normalized) is 0.0392. (6) The MHC is HLA-A02:03 with pseudo-sequence HLA-A02:03. The peptide sequence is LENDAIRIY. The binding affinity (normalized) is 0. (7) The peptide sequence is EIIPKIKAY. The MHC is HLA-A02:11 with pseudo-sequence HLA-A02:11. The binding affinity (normalized) is 0.0847. (8) The peptide sequence is YYADSVKGRF. The MHC is HLA-A01:01 with pseudo-sequence HLA-A01:01. The binding affinity (normalized) is 0. (9) The peptide sequence is KSRRLNLFSK. The MHC is HLA-A31:01 with pseudo-sequence HLA-A31:01. The binding affinity (normalized) is 0.402.